From a dataset of Full USPTO retrosynthesis dataset with 1.9M reactions from patents (1976-2016). Predict the reactants needed to synthesize the given product. (1) The reactants are: [Cl:1][C:2]1[C:7]([Cl:8])=[CH:6][C:5]([NH2:9])=[C:4]([NH2:10])[CH:3]=1.C([O:15][C:16](=O)[CH2:17][C:18](=O)[C:19]1[CH:24]=[CH:23][CH:22]=[C:21]([C:25]2[CH:26]=[N:27][CH:28]=[N:29][CH:30]=2)[CH:20]=1)(C)(C)C. Given the product [Cl:1][C:2]1[C:7]([Cl:8])=[CH:6][C:5]2[NH:9][C:16](=[O:15])[CH2:17][C:18]([C:19]3[CH:24]=[CH:23][CH:22]=[C:21]([C:25]4[CH:26]=[N:27][CH:28]=[N:29][CH:30]=4)[CH:20]=3)=[N:10][C:4]=2[CH:3]=1, predict the reactants needed to synthesize it. (2) Given the product [CH2:1]=[CH:2][C:3]1[CH:8]=[CH:7][CH:6]=[CH:5][CH:4]=1.[C:9]([O-:14])(=[O:13])[C:10]([CH3:12])=[CH2:11], predict the reactants needed to synthesize it. The reactants are: [CH2:1]=[CH:2][C:3]1[CH:8]=[CH:7][CH:6]=[CH:5][CH:4]=1.[C:9]([OH:14])(=[O:13])[C:10]([CH3:12])=[CH2:11].N(C(C)(C)C(OC)=O)=NC(C)(C)C(OC)=O. (3) Given the product [OH:8][CH2:9][C:10]1[CH:11]=[C:12]([CH:16]=[O:17])[S:13][C:14]=1[CH3:15], predict the reactants needed to synthesize it. The reactants are: [Si]([O:8][CH2:9][C:10]1[CH:11]=[C:12]([CH:16]=[O:17])[S:13][C:14]=1[CH3:15])(C(C)(C)C)(C)C. (4) Given the product [Cl:35][C:31]1[CH:30]=[C:29]([CH:34]=[CH:33][CH:32]=1)[C:28]([NH:27][C:24]1[CH:25]=[CH:26][C:21]([NH:20][C:14]2[C:13]3[C:18](=[CH:19][C:10]([O:9][CH2:8][CH2:7][CH2:6][CH2:5][OH:4])=[C:11]([O:37][CH3:38])[CH:12]=3)[N:17]=[CH:16][N:15]=2)=[CH:22][N:23]=1)=[O:36], predict the reactants needed to synthesize it. The reactants are: C([O:4][CH2:5][CH2:6][CH2:7][CH2:8][O:9][C:10]1[CH:19]=[C:18]2[C:13]([C:14]([NH:20][C:21]3[CH:22]=[N:23][C:24]([NH:27][C:28](=[O:36])[C:29]4[CH:34]=[CH:33][CH:32]=[C:31]([Cl:35])[CH:30]=4)=[CH:25][CH:26]=3)=[N:15][CH:16]=[N:17]2)=[CH:12][C:11]=1[O:37][CH3:38])(=O)C.[OH-].[Na+]. (5) Given the product [CH:1]1([CH2:6][CH:7]([N:11]2[C:19]3[C:14](=[CH:15][C:16]([CH3:20])=[CH:17][CH:18]=3)[C:13](=[O:21])[C:12]2=[O:22])[C:8]([NH:28][C:24]2[S:23][CH:27]=[CH:26][N:25]=2)=[O:9])[CH2:5][CH2:4][CH2:3][CH2:2]1, predict the reactants needed to synthesize it. The reactants are: [CH:1]1([CH2:6][CH:7]([N:11]2[C:19]3[C:14](=[CH:15][C:16]([CH3:20])=[CH:17][CH:18]=3)[C:13](=[O:21])[C:12]2=[O:22])[C:8](O)=[O:9])[CH2:5][CH2:4][CH2:3][CH2:2]1.[S:23]1[CH:27]=[CH:26][N:25]=[C:24]1[NH2:28].C(N(CC)C(C)C)(C)C.F[P-](F)(F)(F)(F)F.N1(O[P+](N(C)C)(N(C)C)N(C)C)C2C=CC=CC=2N=N1. (6) Given the product [C:1]1([C:7]2[CH2:13][CH2:12][CH2:11][C:10]3[CH:14]=[CH:15][CH:16]=[CH:17][C:9]=3[C:8]=2[C:18]2[CH:23]=[CH:22][C:21]([CH:24]=[CH:25][C:26]([NH:33][S:30]([CH3:29])(=[O:32])=[O:31])=[O:28])=[CH:20][CH:19]=2)[CH:6]=[CH:5][CH:4]=[CH:3][CH:2]=1, predict the reactants needed to synthesize it. The reactants are: [C:1]1([C:7]2[CH2:13][CH2:12][CH2:11][C:10]3[CH:14]=[CH:15][CH:16]=[CH:17][C:9]=3[C:8]=2[C:18]2[CH:23]=[CH:22][C:21]([CH:24]=[CH:25][C:26]([OH:28])=O)=[CH:20][CH:19]=2)[CH:6]=[CH:5][CH:4]=[CH:3][CH:2]=1.[CH3:29][S:30]([NH2:33])(=[O:32])=[O:31]. (7) Given the product [ClH:1].[Cl:1][C:2]1[CH:27]=[C:26]([F:28])[CH:25]=[CH:24][C:3]=1[O:4][C:5]1[CH:10]=[CH:9][CH:8]=[CH:7][C:6]=1[NH:11][S:12]([C:15]1[CH:16]=[CH:17][C:18]([C:19]([NH:46][CH2:45][CH2:44][CH2:43][CH2:42][CH:39]2[CH2:38][CH2:37][NH:36][CH2:41][CH2:40]2)=[O:20])=[CH:22][CH:23]=1)(=[O:13])=[O:14], predict the reactants needed to synthesize it. The reactants are: [Cl:1][C:2]1[CH:27]=[C:26]([F:28])[CH:25]=[CH:24][C:3]=1[O:4][C:5]1[CH:10]=[CH:9][CH:8]=[CH:7][C:6]=1[NH:11][S:12]([C:15]1[CH:23]=[CH:22][C:18]([C:19](O)=[O:20])=[CH:17][CH:16]=1)(=[O:14])=[O:13].C(OC([N:36]1[CH2:41][CH2:40][CH:39]([CH2:42][CH2:43][CH2:44][CH2:45][NH2:46])[CH2:38][CH2:37]1)=O)(C)(C)C. (8) Given the product [CH2:10]([O:9][C:7]([C:2]1[CH:3]=[CH:4][CH:5]=[CH:6][C:1]=1[C:12]1[CH:17]=[CH:16][CH:15]=[C:14]([C:18]([OH:20])=[O:19])[CH:13]=1)=[O:8])[CH3:11], predict the reactants needed to synthesize it. The reactants are: [C:1]1([C:12]2[CH:17]=[CH:16][CH:15]=[C:14]([C:18]([O:20]C(C)(C)C)=[O:19])[CH:13]=2)[C:2]([C:7]([O:9][CH2:10][CH3:11])=[O:8])=[CH:3][CH:4]=[CH:5][CH:6]=1.FC(F)(F)C(O)=O. (9) Given the product [F:1][C:2]1[CH:3]=[C:4]([N:9]2[CH2:13][CH2:12][CH:11]([CH2:14][C:15]3[CH:20]=[CH:19][CH:18]=[CH:17][C:16]=3[N:21]3[CH2:22][CH2:23][N:24]([CH3:27])[CH2:25][CH2:26]3)[C:10]2=[O:28])[CH:5]=[CH:6][C:7]=1[F:8], predict the reactants needed to synthesize it. The reactants are: [F:1][C:2]1[CH:3]=[C:4]([N:9]2[CH2:13][CH2:12][C:11](=[CH:14][C:15]3[CH:20]=[CH:19][CH:18]=[CH:17][C:16]=3[N:21]3[CH2:26][CH2:25][N:24]([CH3:27])[CH2:23][CH2:22]3)[C:10]2=[O:28])[CH:5]=[CH:6][C:7]=1[F:8].C([O-])=O.[NH4+].